This data is from Full USPTO retrosynthesis dataset with 1.9M reactions from patents (1976-2016). The task is: Predict the reactants needed to synthesize the given product. Given the product [CH:1]1[C:13]2[CH2:12][C:11]3[C:6](=[CH:7][CH:8]=[CH:9][CH:10]=3)[C:5]=2[CH:4]=[CH:3][C:2]=1[CH:14]=[N:16][C:17]1[CH:29]=[CH:28][C:27]2[C:26]3[C:21](=[CH:22][C:23]([NH2:30])=[CH:24][CH:25]=3)[CH2:20][C:19]=2[CH:18]=1, predict the reactants needed to synthesize it. The reactants are: [CH:1]1[C:13]2[CH2:12][C:11]3[C:6](=[CH:7][CH:8]=[CH:9][CH:10]=3)[C:5]=2[CH:4]=[CH:3][C:2]=1[CH:14]=O.[NH2:16][C:17]1[CH:29]=[CH:28][C:27]2[C:26]3[C:21](=[CH:22][C:23]([NH2:30])=[CH:24][CH:25]=3)[CH2:20][C:19]=2[CH:18]=1.C(O)(C(F)(F)F)=O.